This data is from Catalyst prediction with 721,799 reactions and 888 catalyst types from USPTO. The task is: Predict which catalyst facilitates the given reaction. Reactant: [Cl:1][C:2]1[CH:7]=[CH:6][CH:5]=[CH:4][C:3]=1[OH:8].C(=O)([O-])[O-].[K+].[K+].Cl[C:16]1[C:21]([C:22]([O:24][CH2:25][CH3:26])=[O:23])=[CH:20][N:19]=[C:18]([Cl:27])[CH:17]=1.O. Product: [Cl:27][C:18]1[CH:17]=[C:16]([O:8][C:3]2[CH:4]=[CH:5][CH:6]=[CH:7][C:2]=2[Cl:1])[C:21]([C:22]([O:24][CH2:25][CH3:26])=[O:23])=[CH:20][N:19]=1. The catalyst class is: 3.